From a dataset of Reaction yield outcomes from USPTO patents with 853,638 reactions. Predict the reaction yield, written as a fraction of the theoretical maximum amount of product (1.0 means a 100% yield; for example, 0.34 means a 34% yield). (1) The reactants are [Br:1][C:2]1[N:7]=[C:6]([F:8])[C:5]([OH:9])=[CH:4][CH:3]=1.CS(O[CH2:15][CH:16]1[CH2:21][CH2:20][N:19]([C:22]([O:24][CH:25]([CH3:27])[CH3:26])=[O:23])[CH2:18][CH2:17]1)(=O)=O.C([O-])([O-])=O.[K+].[K+]. The catalyst is CN(C=O)C. The product is [Br:1][C:2]1[N:7]=[C:6]([F:8])[C:5]([O:9][CH2:15][CH:16]2[CH2:21][CH2:20][N:19]([C:22]([O:24][CH:25]([CH3:27])[CH3:26])=[O:23])[CH2:18][CH2:17]2)=[CH:4][CH:3]=1. The yield is 0.680. (2) The reactants are [Cl:1][C:2]1[CH:3]=[C:4]([N:8]([CH2:21][CH2:22][C:23]#[N:24])[C:9](=O)[CH2:10][N:11]([CH3:19])[C:12](=[O:18])[O:13][C:14]([CH3:17])([CH3:16])[CH3:15])[CH:5]=[CH:6][CH:7]=1.CO. The catalyst is C1COCC1. The product is [NH2:24][CH2:23][CH2:22][CH2:21][N:8]([C:4]1[CH:5]=[CH:6][CH:7]=[C:2]([Cl:1])[CH:3]=1)[CH2:9][CH2:10][N:11]([CH3:19])[C:12](=[O:18])[O:13][C:14]([CH3:15])([CH3:17])[CH3:16]. The yield is 0.990. (3) The reactants are [F:1][C:2]1[CH:24]=[C:23]([F:25])[CH:22]=[CH:21][C:3]=1[CH2:4][N:5]1[C:9]([CH2:10][CH2:11][C:12](OCC)=[O:13])=[CH:8][C:7]([O:17][CH:18]([CH3:20])[CH3:19])=[N:6]1.[H-].C([Al+]CC(C)C)C(C)C.CO.[C@H](O)(C([O-])=O)[C@@H](O)C([O-])=O.[Na+].[K+]. The catalyst is O1CCCC1.C1(C)C=CC=CC=1. The product is [F:1][C:2]1[CH:24]=[C:23]([F:25])[CH:22]=[CH:21][C:3]=1[CH2:4][N:5]1[C:9]([CH2:10][CH2:11][CH2:12][OH:13])=[CH:8][C:7]([O:17][CH:18]([CH3:20])[CH3:19])=[N:6]1. The yield is 0.770. (4) The reactants are [F:1][C:2]1[CH:3]=[C:4]([NH2:9])[C:5]([NH2:8])=[N:6][CH:7]=1.[CH2:10](OC(OCC)OCC)C. The catalyst is C(O)=O. The product is [F:1][C:2]1[CH:3]=[C:4]2[N:9]=[CH:10][NH:8][C:5]2=[N:6][CH:7]=1. The yield is 0.360. (5) The yield is 0.851. The reactants are CCO[C:4]([CH:6]1[CH2:12][CH2:11][C:9](=[O:10])[CH2:8][CH2:7]1)=[O:5].[CH2:13](O)[CH2:14][OH:15].[H-].[Al+3].[Li+].[H-].[H-].[H-].[OH-].[Na+]. The product is [O:10]1[C:9]2([CH2:8][CH2:7][CH:6]([CH2:4][OH:5])[CH2:12][CH2:11]2)[O:15][CH2:14][CH2:13]1. The catalyst is O.C1(C)C=CC(S(O)(=O)=O)=CC=1.C(N(CC)CC)C.O.O1CCCC1.C1C=CC=CC=1. (6) The reactants are O.[NH2:2][NH2:3].[IH:4].CS[C:7]1[NH:8][CH2:9][CH2:10][CH2:11][CH2:12][N:13]=1.CCOCC. The catalyst is CCO. The product is [IH:4].[NH:13]1[CH2:12][CH2:11][CH2:10][CH2:9][NH:8][C:7]1=[N:2][NH2:3]. The yield is 1.00. (7) The reactants are [OH:1][C:2]1[CH:18]=[CH:17][C:5]([C:6]2[CH2:7][O:8][C:9]3[C:14]([CH:15]=2)=[CH:13][CH:12]=[C:11](O)[CH:10]=3)=[CH:4][CH:3]=1.[CH3:19][NH2:20].[CH2:21]=[O:22].[CH2:23](O)C. The yield is 0.790. No catalyst specified. The product is [CH3:19][N:20]1[CH2:23][C:12]2[CH:13]=[C:14]3[C:9](=[CH:10][C:11]=2[O:22][CH2:21]1)[O:8][CH2:7][C:6]([C:5]1[CH:17]=[CH:18][C:2]([OH:1])=[CH:3][CH:4]=1)=[CH:15]3. (8) The reactants are [C:1]([O:5][C:6]([N:8]1[CH2:15][C@H:14]([O:16][C:17]2[C:18]3[S:31][CH:30]=[CH:29][C:19]=3[N:20]=[C:21]([C:23]3[CH:28]=[CH:27][CH:26]=[CH:25][N:24]=3)[N:22]=2)[CH2:13][C@H:9]1[C:10]([OH:12])=O)=[O:7])([CH3:4])([CH3:3])[CH3:2].Cl.[NH2:33][C@:34]1([C:39]([O:41][CH3:42])=[O:40])[CH2:36][C@H:35]1[CH:37]=[CH2:38].C(N(CC)CC)C.CN(C(ON1N=NC2C=CC=NC1=2)=[N+](C)C)C.F[P-](F)(F)(F)(F)F.C(=O)(O)[O-].[Na+]. The catalyst is CC(N(C)C)=O. The product is [CH3:42][O:41][C:39]([C@@:34]1([NH:33][C:10]([C@@H:9]2[CH2:13][C@@H:14]([O:16][C:17]3[C:18]4[S:31][CH:30]=[CH:29][C:19]=4[N:20]=[C:21]([C:23]4[CH:28]=[CH:27][CH:26]=[CH:25][N:24]=4)[N:22]=3)[CH2:15][N:8]2[C:6]([O:5][C:1]([CH3:4])([CH3:2])[CH3:3])=[O:7])=[O:12])[CH2:36][C@H:35]1[CH:37]=[CH2:38])=[O:40]. The yield is 0.900.